This data is from Full USPTO retrosynthesis dataset with 1.9M reactions from patents (1976-2016). The task is: Predict the reactants needed to synthesize the given product. (1) Given the product [CH2:19]([C:4]1[N:3]=[C:2]([NH2:1])[N:7]=[C:6]([NH2:8])[C:5]=1[C:9]1[CH:14]=[CH:13][C:12]([NH:31][CH2:30][C:29]2[CH:28]=[CH:27][C:26]([S:23]([CH3:22])(=[O:25])=[O:24])=[CH:33][CH:32]=2)=[C:11]([N+:16]([O-:18])=[O:17])[CH:10]=1)[CH3:20], predict the reactants needed to synthesize it. The reactants are: [NH2:1][C:2]1[N:7]=[C:6]([NH2:8])[C:5]([C:9]2[CH:14]=[CH:13][C:12](Cl)=[C:11]([N+:16]([O-:18])=[O:17])[CH:10]=2)=[C:4]([CH2:19][CH3:20])[N:3]=1.Cl.[CH3:22][S:23]([C:26]1[CH:33]=[CH:32][C:29]([CH2:30][NH2:31])=[CH:28][CH:27]=1)(=[O:25])=[O:24].C(N(C(C)C)CC)(C)C. (2) Given the product [CH3:30][O:35][C:22]1[CH:21]=[CH:20][CH:19]=[CH:18][C:17]=1[C:16]1[C:10]2[N:9]=[CH:8][N:7]([C:1]3[CH:6]=[CH:5][C:4]([O:42][CH3:41])=[CH:3][CH:2]=3)[C:12](=[O:13])[C:11]=2[S:14][CH:15]=1, predict the reactants needed to synthesize it. The reactants are: [C:1]1([N:7]2[C:12](=[O:13])[C:11]3[S:14][CH:15]=[C:16]([C:17]4[CH:22]=[CH:21][CH:20]=[CH:19][CH:18]=4)[C:10]=3[N:9]=[CH:8]2)[CH:6]=[CH:5][CH:4]=[CH:3][CH:2]=1.NC1C(C2C=CC=C[C:30]=2[O:35]C)=CSC=1C(OC)=O.[CH:41](OCC)(OCC)[O:42]CC.COC1C=CC(N)=CC=1. (3) Given the product [CH:11]1([N:8]2[C:6]3=[N:7][C:2]([F:1])=[CH:3][CH:4]=[C:5]3[CH:10]=[CH:9]2)[CH2:13][CH2:12]1, predict the reactants needed to synthesize it. The reactants are: [F:1][C:2]1[N:7]=[C:6]2[NH:8][CH:9]=[CH:10][C:5]2=[CH:4][CH:3]=1.[CH:11]1(B(O)O)[CH2:13][CH2:12]1.C(=O)([O-])[O-].[Na+].[Na+].N1C=CC=CC=1C1C=CC=CN=1.[NH4+].[Cl-]. (4) Given the product [F:11][C:7]1[CH:8]=[N:9][CH:10]=[C:2]([F:1])[C:3]=1[C:4]([NH:39][C:40]1[CH:45]=[CH:44][C:43]([C:46]2[C:47]([CH3:55])=[CH:48][C:49]3[S:53][CH:52]=[N:51][C:50]=3[CH:54]=2)=[CH:42][N:41]=1)=[O:6], predict the reactants needed to synthesize it. The reactants are: [F:1][C:2]1[CH:10]=[N:9][CH:8]=[C:7]([F:11])[C:3]=1[C:4]([OH:6])=O.ClC1N=C(OC)N=C(OC)N=1.CN1CCOCC1.FC1C=CC=CC=1C([NH:39][C:40]1[CH:45]=[CH:44][C:43]([C:46]2[C:47]([CH3:55])=[CH:48][C:49]3[S:53][CH:52]=[N:51][C:50]=3[CH:54]=2)=[CH:42][N:41]=1)=O.C([O-])(O)=O.[Na+].CC(=O)OCC. (5) Given the product [F:22][C:23]1[CH:30]=[CH:29][C:26]([CH2:27][N:7]2[CH2:8][CH:4]3[CH:5]([CH2:1][N:2]([C:9]4[CH:10]=[CH:11][C:12]5[N:13]([C:15]([C:18]([F:20])([F:21])[F:19])=[N:16][N:17]=5)[N:14]=4)[CH2:3]3)[CH2:6]2)=[CH:25][CH:24]=1, predict the reactants needed to synthesize it. The reactants are: [CH2:1]1[CH:5]2[CH2:6][NH:7][CH2:8][CH:4]2[CH2:3][N:2]1[C:9]1[CH:10]=[CH:11][C:12]2[N:13]([C:15]([C:18]([F:21])([F:20])[F:19])=[N:16][N:17]=2)[N:14]=1.[F:22][C:23]1[CH:30]=[CH:29][C:26]([CH:27]=O)=[CH:25][CH:24]=1. (6) Given the product [OH:5][CH2:4][CH2:3][N:2]([CH3:1])[C:20]([C:19]1[CH:23]=[CH:24][N:25]=[CH:26][C:18]=1[NH:17][C:15]([C:13]1[C:12]([NH:27][C:28]2[CH:33]=[N:32][CH:31]=[N:30][CH:29]=2)=[CH:11][CH:10]=[C:9]([CH:6]2[CH2:7][CH2:8]2)[N:14]=1)=[O:16])=[O:22], predict the reactants needed to synthesize it. The reactants are: [CH3:1][NH:2][CH2:3][CH2:4][OH:5].[CH:6]1([C:9]2[N:14]=[C:13]([C:15]([NH:17][C:18]3[CH:26]=[N:25][CH:24]=[CH:23][C:19]=3[C:20]([OH:22])=O)=[O:16])[C:12]([NH:27][C:28]3[CH:29]=[N:30][CH:31]=[N:32][CH:33]=3)=[CH:11][CH:10]=2)[CH2:8][CH2:7]1.